From a dataset of Forward reaction prediction with 1.9M reactions from USPTO patents (1976-2016). Predict the product of the given reaction. (1) The product is: [CH3:38][N:37]([CH3:39])[CH2:36][CH2:35][CH2:34][O:22][C:17]1[CH:18]=[CH:19][CH:20]=[C:21]2[C:16]=1[CH2:15][CH2:14][CH2:13][CH:12]2[C:10]([N:9]([CH2:8][C:6]1[CH:5]=[N:4][N:3]([CH2:1][CH3:2])[CH:7]=1)[C:23]1[CH:24]=[CH:25][C:26]([CH:29]([CH3:30])[CH3:31])=[CH:27][CH:28]=1)=[O:11]. Given the reactants [CH2:1]([N:3]1[CH:7]=[C:6]([CH2:8][N:9]([C:23]2[CH:28]=[CH:27][C:26]([CH:29]([CH3:31])[CH3:30])=[CH:25][CH:24]=2)[C:10]([CH:12]2[C:21]3[C:16](=[C:17]([OH:22])[CH:18]=[CH:19][CH:20]=3)[CH2:15][CH2:14][CH2:13]2)=[O:11])[CH:5]=[N:4]1)[CH3:2].Cl.Cl[CH2:34][CH2:35][CH2:36][N:37]([CH3:39])[CH3:38], predict the reaction product. (2) Given the reactants Cl[C:2]1[S:6][C:5]([C:7]([O:9][CH3:10])=[O:8])=[CH:4][C:3]=1[N+:11]([O-:13])=[O:12].[NH2:14][CH2:15][C:16]([O:18][CH2:19][CH3:20])=[O:17].Cl.C([O-])([O-])=O.[K+].[K+], predict the reaction product. The product is: [CH2:19]([O:18][C:16](=[O:17])[CH2:15][NH:14][C:2]1[S:6][C:5]([C:7]([O:9][CH3:10])=[O:8])=[CH:4][C:3]=1[N+:11]([O-:13])=[O:12])[CH3:20]. (3) Given the reactants C([O:4][C@H:5]1[C@H:10]([O:11]C(=O)C)[C@@H:9]([O:15]C(=O)C)[C@H:8]([C:19]2[S:20][C:21]([CH2:26][C:27]3[CH:32]=[CH:31][C:30]([CH2:33][CH3:34])=[CH:29][CH:28]=3)=[C:22]([CH3:25])[C:23]=2[Br:24])[O:7][C@@H:6]1[CH2:35][O:36]C(=O)C)(=O)C.C[O-].[Na+].CC(O)=O, predict the reaction product. The product is: [Br:24][C:23]1[C:22]([CH3:25])=[C:21]([CH2:26][C:27]2[CH:28]=[CH:29][C:30]([CH2:33][CH3:34])=[CH:31][CH:32]=2)[S:20][C:19]=1[C@H:8]1[C@H:9]([OH:15])[C@@H:10]([OH:11])[C@H:5]([OH:4])[C@@H:6]([CH2:35][OH:36])[O:7]1. (4) Given the reactants [Br:1][C:2]1[CH:3]=[C:4]([NH2:9])[C:5]([NH2:8])=[N:6][CH:7]=1.[CH3:10][C:11]1[CH:16]=[C:15]([C:17](O)=O)[CH:14]=[CH:13][N:12]=1, predict the reaction product. The product is: [Br:1][C:2]1[CH:3]=[C:4]2[N:9]=[C:17]([C:15]3[CH:14]=[CH:13][N:12]=[C:11]([CH3:10])[CH:16]=3)[NH:8][C:5]2=[N:6][CH:7]=1.